Dataset: Forward reaction prediction with 1.9M reactions from USPTO patents (1976-2016). Task: Predict the product of the given reaction. Given the reactants [C:1]([C:3]1[CH:4]=[C:5]([C:13]2[S:17][C:16]([C:18]3[CH:27]=[CH:26][CH:25]=[C:24]4[C:19]=3[CH2:20][CH2:21][CH2:22][C@H:23]4[NH:28]C(=O)OC(C)(C)C)=[N:15][N:14]=2)[CH:6]=[CH:7][C:8]=1[O:9][CH:10]([CH3:12])[CH3:11])#[N:2].[ClH:36], predict the reaction product. The product is: [ClH:36].[NH2:28][C@@H:23]1[CH2:22][CH2:21][CH2:20][C:19]2[C:18]([C:16]3[S:17][C:13]([C:5]4[CH:6]=[CH:7][C:8]([O:9][CH:10]([CH3:12])[CH3:11])=[C:3]([CH:4]=4)[C:1]#[N:2])=[N:14][N:15]=3)=[CH:27][CH:26]=[CH:25][C:24]1=2.